Dataset: Volume of distribution at steady state (VDss) regression data from Lombardo et al.. Task: Regression/Classification. Given a drug SMILES string, predict its absorption, distribution, metabolism, or excretion properties. Task type varies by dataset: regression for continuous measurements (e.g., permeability, clearance, half-life) or binary classification for categorical outcomes (e.g., BBB penetration, CYP inhibition). For this dataset (vdss_lombardo), we predict log10(VDss) (log10 of volume of distribution in L/kg). (1) The drug is C=C1CCC2C(C)(COC(=O)CCC(=O)[O-])C(OC(=O)CCC(=O)[O-])CCC2(C)C1/C=C/C1=CCOC1=O. The log10(VDss) is -0.890. (2) The molecule is CNC(=O)Nc1c(OCCN2CCCC2)c(OC)c2occc2c1OC. The log10(VDss) is -0.100. (3) The molecule is CC1CC2=CC(=O)CCC2C2CCC3(C)C(O)CCC3C12. The log10(VDss) is -0.100. (4) The log10(VDss) is -0.920. The molecule is CC12CCC3c4ccc(OC(=O)N(CCCl)CCCl)cc4CCC3C1CCC2OP(=O)([O-])[O-]. (5) The drug is Nc1cc(N2CCCCC2)nc(N)[n+]1[O-]. The log10(VDss) is -0.0500. (6) The compound is CCOC(=O)Nc1c[n+](N2CCOCC2)no1. The log10(VDss) is 0.150. (7) The molecule is COc1cc2[nH+]c(N(C)CCCNC(=O)C3CCCO3)nc(N)c2cc1OC. The log10(VDss) is 0.180. (8) The drug is CC[C@H](C)[C@H](NC(=O)[C@H](CCC(=O)[O-])NC(=O)[C@H](CCC(=O)[O-])NC(=O)[C@H](Cc1ccccc1)NC(=O)[C@H](CC(=O)[O-])NC(=O)CNC(=O)[C@H](CC(N)=O)NC(=O)CNC(=O)CNC(=O)CNC(=O)CNC(=O)[C@@H]1CCCN1C(=O)[C@H](CCCNC(N)=[NH2+])NC(=O)[C@@H]1CCCN1C(=O)[C@H]([NH3+])Cc1ccccc1)C(=O)N1CCC[C@H]1C(=O)N[C@@H](CCC(=O)[O-])C(=O)N[C@@H](CCC(=O)[O-])C(=O)N[C@@H](Cc1ccc(O)cc1)C(=O)N[C@@H](CC(C)C)C(=O)[O-]. The log10(VDss) is -0.570.